From a dataset of Forward reaction prediction with 1.9M reactions from USPTO patents (1976-2016). Predict the product of the given reaction. (1) Given the reactants [F:1][C:2]1[C:25]([F:26])=[CH:24][CH:23]=[CH:22][C:3]=1[CH2:4][N:5]1[C:9]2=[N:10][C:11]([CH3:21])=[C:12]([CH:15]([OH:20])[C:16]([O:18][CH3:19])=[O:17])[C:13]([I:14])=[C:8]2[CH:7]=[CH:6]1.CC(OI1(OC(C)=O)(OC(C)=O)OC(=O)C2C=CC=CC1=2)=O.[O-]S([O-])(=S)=O.[Na+].[Na+].O, predict the reaction product. The product is: [F:1][C:2]1[C:25]([F:26])=[CH:24][CH:23]=[CH:22][C:3]=1[CH2:4][N:5]1[C:9]2=[N:10][C:11]([CH3:21])=[C:12]([C:15](=[O:20])[C:16]([O:18][CH3:19])=[O:17])[C:13]([I:14])=[C:8]2[CH:7]=[CH:6]1. (2) Given the reactants [C:1]1([OH:11])[C:10]2[C:5](=[CH:6][CH:7]=[CH:8][CH:9]=2)[CH:4]=[CH:3][CH:2]=1.[CH2:12]([O:19][C:20]1[C:27]([O:28][CH3:29])=[CH:26][C:23]([CH:24]=O)=[CH:22][C:21]=1[Br:30])[C:13]1[CH:18]=[CH:17][CH:16]=[CH:15][CH:14]=1.[C:31](#[N:35])[CH2:32][C:33]#[N:34].N1CCCCC1, predict the reaction product. The product is: [NH2:35][C:31]1[O:11][C:1]2[C:2]([CH:24]([C:23]3[CH:26]=[C:27]([O:28][CH3:29])[C:20]([O:19][CH2:12][C:13]4[CH:18]=[CH:17][CH:16]=[CH:15][CH:14]=4)=[C:21]([Br:30])[CH:22]=3)[C:32]=1[C:33]#[N:34])=[CH:3][CH:4]=[C:5]1[CH:6]=[CH:7][CH:8]=[CH:9][C:10]=21. (3) Given the reactants [C:9](O[C:9]([O:11][C:12]([CH3:15])([CH3:14])[CH3:13])=[O:10])([O:11][C:12]([CH3:15])([CH3:14])[CH3:13])=[O:10].[CH2:16]([O:23][C:24](=[O:43])[CH2:25][NH:26][CH2:27][CH2:28][CH2:29][CH2:30][CH2:31][O:32][C:33]1[CH:42]=[CH:41][C:36]([C:37]([O:39][CH3:40])=[O:38])=[CH:35][CH:34]=1)[C:17]1[CH:22]=[CH:21][CH:20]=[CH:19][CH:18]=1, predict the reaction product. The product is: [CH2:16]([O:23][C:24](=[O:43])[CH2:25][N:26]([C:9]([O:11][C:12]([CH3:13])([CH3:14])[CH3:15])=[O:10])[CH2:27][CH2:28][CH2:29][CH2:30][CH2:31][O:32][C:33]1[CH:34]=[CH:35][C:36]([C:37]([O:39][CH3:40])=[O:38])=[CH:41][CH:42]=1)[C:17]1[CH:22]=[CH:21][CH:20]=[CH:19][CH:18]=1. (4) Given the reactants [N:1]1[CH:6]=[CH:5][C:4]([C:7]2[C:15]3[C:10](=[CH:11][CH:12]=[C:13]([C:16]([O:18]CC)=[O:17])[CH:14]=3)[N:9]([C:21]([C:34]3[CH:39]=[CH:38][CH:37]=[CH:36][CH:35]=3)([C:28]3[CH:33]=[CH:32][CH:31]=[CH:30][CH:29]=3)[C:22]3[CH:27]=[CH:26][CH:25]=[CH:24][CH:23]=3)[N:8]=2)=[CH:3][CH:2]=1, predict the reaction product. The product is: [N:1]1[CH:6]=[CH:5][C:4]([C:7]2[C:15]3[C:10](=[CH:11][CH:12]=[C:13]([C:16]([OH:18])=[O:17])[CH:14]=3)[N:9]([C:21]([C:28]3[CH:29]=[CH:30][CH:31]=[CH:32][CH:33]=3)([C:34]3[CH:35]=[CH:36][CH:37]=[CH:38][CH:39]=3)[C:22]3[CH:27]=[CH:26][CH:25]=[CH:24][CH:23]=3)[N:8]=2)=[CH:3][CH:2]=1. (5) Given the reactants ClC1C(C)=CC=CC=1C=O.[Cl:11][C:12]1[C:13]([CH3:21])=[C:14]([CH:18]=[CH:19][CH:20]=1)[C:15](O)=[O:16], predict the reaction product. The product is: [Cl:11][C:12]1[C:13]([CH3:21])=[C:14]([CH:18]=[CH:19][CH:20]=1)[CH:15]=[O:16].[Cl:11][C:12]1[C:13]([CH3:21])=[C:14]([CH:18]=[CH:19][CH:20]=1)[CH2:15][OH:16].